This data is from Reaction yield outcomes from USPTO patents with 853,638 reactions. The task is: Predict the reaction yield, written as a fraction of the theoretical maximum amount of product (1.0 means a 100% yield; for example, 0.34 means a 34% yield). (1) The reactants are [O:1]1[CH:5]=[CH:4][N:3]=[CH:2]1.B.C1COCC1.[Li]C(C)(C)C.[O:17]([C:24]1[CH:25]=[C:26]2[C:30](=[CH:31][CH:32]=1)[CH2:29][CH:28]([CH:33]=[O:34])[CH2:27]2)[C:18]1[CH:23]=[CH:22][CH:21]=[CH:20][CH:19]=1. The catalyst is C1COCC1.CC(O)=O.CCO. The yield is 0.470. The product is [O:1]1[CH:5]=[CH:4][N:3]=[C:2]1[CH:33]([CH:28]1[CH2:27][C:26]2[C:30](=[CH:31][CH:32]=[C:24]([O:17][C:18]3[CH:23]=[CH:22][CH:21]=[CH:20][CH:19]=3)[CH:25]=2)[CH2:29]1)[OH:34]. (2) The reactants are [C:1]([O:5][C:6]([N:8]1[CH2:12][C:11](=O)[CH2:10][C@H:9]1[C:14]([OH:16])=[O:15])=[O:7])([CH3:4])([CH3:3])[CH3:2].Cl.[CH3:18][O:19][NH2:20].C(N(CC)CC)C. The catalyst is C(Cl)(Cl)Cl.C(OCC)(=O)C. The product is [C:1]([O:5][C:6]([N:8]1[CH2:12][C:11](=[N:20][O:19][CH3:18])[CH2:10][C@H:9]1[C:14]([OH:16])=[O:15])=[O:7])([CH3:4])([CH3:3])[CH3:2]. The yield is 0.940. (3) The reactants are Br[C:2]1[CH:3]=[C:4]([C:8]2[C:17]3[C:12](=[CH:13][CH:14]=[CH:15][CH:16]=3)[CH:11]=[CH:10][CH:9]=2)[CH:5]=[CH:6][CH:7]=1.CCCCCC.C([Li])CCC.C([O:32][B:33](OC(C)C)[O:34]C(C)C)(C)C.Cl. The catalyst is C1(C)C=CC=CC=1.C1COCC1. The product is [C:8]1([C:4]2[CH:3]=[C:2]([B:33]([OH:34])[OH:32])[CH:7]=[CH:6][CH:5]=2)[C:17]2[C:12](=[CH:13][CH:14]=[CH:15][CH:16]=2)[CH:11]=[CH:10][CH:9]=1. The yield is 0.670. (4) The reactants are [OH-].[Na+].C[O:4][C:5](=[O:20])[C:6]1[CH:11]=[CH:10][C:9]([F:12])=[CH:8][C:7]=1[O:13][C:14]([F:19])([F:18])[CH:15]([F:17])[F:16]. The catalyst is CO. The product is [F:12][C:9]1[CH:10]=[CH:11][C:6]([C:5]([OH:20])=[O:4])=[C:7]([O:13][C:14]([F:18])([F:19])[CH:15]([F:17])[F:16])[CH:8]=1. The yield is 0.790. (5) The product is [CH3:21][C:22]1[C:23]2[N:24]([N:29]=[C:30]([C:32]3[N:1]=[C:2]4[CH:7]=[N:6][C:5]([CH:8]5[CH2:9][CH2:10][N:11]([C:14]([O:16][C:17]([CH3:20])([CH3:19])[CH3:18])=[O:15])[CH2:12][CH2:13]5)=[CH:4][N:3]4[C:34](=[O:35])[CH:33]=3)[CH:31]=2)[CH:25]=[C:26]([CH3:28])[N:27]=1. The reactants are [NH2:1][C:2]1[N:3]=[CH:4][C:5]([CH:8]2[CH2:13][CH2:12][N:11]([C:14]([O:16][C:17]([CH3:20])([CH3:19])[CH3:18])=[O:15])[CH2:10][CH2:9]2)=[N:6][CH:7]=1.[CH3:21][C:22]1[C:23]2[N:24]([N:29]=[C:30]([C:32](=O)[CH2:33][C:34](OCC)=[O:35])[CH:31]=2)[CH:25]=[C:26]([CH3:28])[N:27]=1.[Si](OCC)(OCC)(OCC)OCC. The catalyst is C1(C)C=CC=C(C)C=1. The yield is 0.340. (6) The reactants are C[O:2][C:3]1[CH:4]=[C:5]2[C:10](=[CH:11][CH:12]=1)[CH2:9][CH:8]([N:13]1[C:21](=[O:22])[C:20]3[C:15](=[CH:16][CH:17]=[CH:18][CH:19]=3)[C:14]1=[O:23])[CH2:7][CH2:6]2.B(Br)(Br)Br.C(Cl)Cl. The catalyst is C(Cl)Cl. The product is [OH:2][C:3]1[CH:4]=[C:5]2[C:10](=[CH:11][CH:12]=1)[CH2:9][CH:8]([N:13]1[C:21](=[O:22])[C:20]3[C:15](=[CH:16][CH:17]=[CH:18][CH:19]=3)[C:14]1=[O:23])[CH2:7][CH2:6]2. The yield is 0.920. (7) The reactants are [CH2:1]([N:8]1[CH2:12][CH2:11][N:10]([C:13]2[S:14][C:15]([C:19](O)=[O:20])=[C:16]([CH3:18])[N:17]=2)[C:9]1=[O:22])[C:2]1[CH:7]=[CH:6][CH:5]=[CH:4][CH:3]=1.C[N:24]1CCOCC1.ClC(OCC(C)C)=O.N. The catalyst is O1CCCC1. The product is [CH2:1]([N:8]1[CH2:12][CH2:11][N:10]([C:13]2[S:14][C:15]([C:19]([NH2:24])=[O:20])=[C:16]([CH3:18])[N:17]=2)[C:9]1=[O:22])[C:2]1[CH:7]=[CH:6][CH:5]=[CH:4][CH:3]=1. The yield is 0.300.